This data is from Plasma protein binding rate (PPBR) regression data from AstraZeneca. The task is: Regression/Classification. Given a drug SMILES string, predict its absorption, distribution, metabolism, or excretion properties. Task type varies by dataset: regression for continuous measurements (e.g., permeability, clearance, half-life) or binary classification for categorical outcomes (e.g., BBB penetration, CYP inhibition). For this dataset (ppbr_az), we predict Y. (1) The compound is CCCC[C@H](NC[C@@H]1Cc2cccc(c2)CCCCc2cc(cc(N(CCC)S(C)(=O)=O)c2)C(=O)N1)C(=O)NCC(C)C. The Y is 99.6 %. (2) The compound is CC(C)Oc1cc(Nc2nc(N[C@@H](C)c3ccc(F)cc3)nc(NC(CO)CO)c2Cl)n[nH]1. The Y is 96.4 %. (3) The drug is Cc1onc(-c2ccccc2)c1C(=O)N(C)c1ccc(Cl)cc1. The Y is 95.8 %.